Dataset: Catalyst prediction with 721,799 reactions and 888 catalyst types from USPTO. Task: Predict which catalyst facilitates the given reaction. (1) Reactant: [C:1]1([CH3:15])[CH:6]=[CH:5][C:4]([O:7][C:8]2[CH:13]=[CH:12][C:11]([NH2:14])=[CH:10][CH:9]=2)=[CH:3][CH:2]=1.N1C=CC=CC=1.[CH3:22][S:23](Cl)(=[O:25])=[O:24].C(Cl)Cl.O. Product: [C:1]1([CH3:15])[CH:2]=[CH:3][C:4]([O:7][C:8]2[CH:13]=[CH:12][C:11]([NH:14][S:23]([CH3:22])(=[O:25])=[O:24])=[CH:10][CH:9]=2)=[CH:5][CH:6]=1. The catalyst class is: 2. (2) Reactant: [OH:1][C:2]1[CH:3]=[CH:4][C:5]([CH3:8])=[N:6][CH:7]=1.C([O-])([O-])=O.[K+].[K+].Br[CH2:16][C:17]([C:19]1([C:24]2[CH:29]=[CH:28][C:27]([Cl:30])=[CH:26][CH:25]=2)[CH2:23][CH2:22][CH2:21][CH2:20]1)=[O:18]. Product: [Cl:30][C:27]1[CH:26]=[CH:25][C:24]([C:19]2([C:17](=[O:18])[CH2:16][O:1][C:2]3[CH:7]=[N:6][C:5]([CH3:8])=[CH:4][CH:3]=3)[CH2:23][CH2:22][CH2:21][CH2:20]2)=[CH:29][CH:28]=1. The catalyst class is: 21. (3) Reactant: C([O:3][C:4]([C:6]1[CH:10]=[C:9]([CH2:11][CH2:12][CH2:13][CH3:14])[NH:8][N:7]=1)=[O:5])C.[OH-].[Na+].Cl. Product: [CH2:11]([C:9]1[NH:8][N:7]=[C:6]([C:4]([OH:5])=[O:3])[CH:10]=1)[CH2:12][CH2:13][CH3:14]. The catalyst class is: 12. (4) Reactant: [C:1]([C:4]1[CH:13]=[CH:12][C:7]2[NH:8][C:9](=[O:11])[S:10][C:6]=2[CH:5]=1)(=[O:3])[CH3:2].C([O-])([O-])=O.[K+].[K+].[CH2:20](I)[CH3:21]. Product: [C:1]([C:4]1[CH:13]=[CH:12][C:7]2[N:8]([CH2:20][CH3:21])[C:9](=[O:11])[S:10][C:6]=2[CH:5]=1)(=[O:3])[CH3:2]. The catalyst class is: 121. (5) Reactant: [CH2:1]([S:8]([C:11]1[CH:18]=[CH:17][C:14]([CH:15]=O)=[CH:13][CH:12]=1)(=[O:10])=[O:9])[C:2]1[CH:7]=[CH:6][CH:5]=[CH:4][CH:3]=1.[CH2:19]([O:21][C:22](=[O:35])[CH2:23][N:24]1[C:32]2[C:27](=[CH:28][C:29]([F:33])=[CH:30][CH:31]=2)[CH:26]=[C:25]1[CH3:34])[CH3:20].C([SiH](CC)CC)C.FC(F)(F)C(O)=O. Product: [CH2:19]([O:21][C:22](=[O:35])[CH2:23][N:24]1[C:32]2[C:27](=[CH:28][C:29]([F:33])=[CH:30][CH:31]=2)[C:26]([CH2:15][C:14]2[CH:17]=[CH:18][C:11]([S:8]([CH2:1][C:2]3[CH:7]=[CH:6][CH:5]=[CH:4][CH:3]=3)(=[O:10])=[O:9])=[CH:12][CH:13]=2)=[C:25]1[CH3:34])[CH3:20]. The catalyst class is: 2. (6) Reactant: [CH:1]1([C:4](=[O:27])[CH2:5][O:6][C:7]2[C:22]([F:23])=[CH:21][C:20]([N+:24]([O-:26])=[O:25])=[CH:19][C:8]=2[CH2:9][N:10]([CH3:18])[C:11](=[O:17])[O:12][C:13]([CH3:16])([CH3:15])[CH3:14])[CH2:3][CH2:2]1.[BH4-].[Na+]. Product: [CH:1]1([CH:4]([OH:27])[CH2:5][O:6][C:7]2[C:22]([F:23])=[CH:21][C:20]([N+:24]([O-:26])=[O:25])=[CH:19][C:8]=2[CH2:9][N:10]([CH3:18])[C:11](=[O:17])[O:12][C:13]([CH3:16])([CH3:15])[CH3:14])[CH2:3][CH2:2]1. The catalyst class is: 5.